This data is from Catalyst prediction with 721,799 reactions and 888 catalyst types from USPTO. The task is: Predict which catalyst facilitates the given reaction. (1) Reactant: [C:1]([C@H:3]([CH3:27])[CH2:4][CH2:5][CH2:6][CH2:7][N:8]1[C:16](=[O:17])[C:15]2[N:14]3[CH2:18][CH2:19][N:20](COCC)[C:13]3=[N:12][C:11]=2[N:10]([CH3:25])[C:9]1=[O:26])#[N:2].Cl. Product: [C:1]([C@H:3]([CH3:27])[CH2:4][CH2:5][CH2:6][CH2:7][N:8]1[C:16](=[O:17])[C:15]2[N:14]3[CH2:18][CH2:19][NH:20][C:13]3=[N:12][C:11]=2[N:10]([CH3:25])[C:9]1=[O:26])#[N:2]. The catalyst class is: 8. (2) Reactant: [H-].[H-].[H-].[H-].[Li+].[Al+3].C([O:9][C:10](=O)[C:11]([CH2:41][CH:42]([CH3:44])[CH3:43])([O:17][C:18]1[CH:40]=[CH:39][C:21]2[C:22]3[N:26]([CH2:27][CH2:28][O:29][C:20]=2[CH:19]=1)[CH:25]=[C:24]([C:30]1[N:31]([CH:36]([CH3:38])[CH3:37])[N:32]=[C:33]([CH3:35])[N:34]=1)[N:23]=3)[C:12](OCC)=[O:13])C.CCOC(C)=O.[C@H](O)(C([O-])=O)[C@@H](O)C([O-])=O.[Na+].[K+]. Product: [CH2:41]([C:11]([O:17][C:18]1[CH:40]=[CH:39][C:21]2[C:22]3[N:26]([CH2:27][CH2:28][O:29][C:20]=2[CH:19]=1)[CH:25]=[C:24]([C:30]1[N:31]([CH:36]([CH3:38])[CH3:37])[N:32]=[C:33]([CH3:35])[N:34]=1)[N:23]=3)([CH2:12][OH:13])[CH2:10][OH:9])[CH:42]([CH3:44])[CH3:43]. The catalyst class is: 1.